This data is from Reaction yield outcomes from USPTO patents with 853,638 reactions. The task is: Predict the reaction yield, written as a fraction of the theoretical maximum amount of product (1.0 means a 100% yield; for example, 0.34 means a 34% yield). (1) The reactants are CC[N:3]([CH:7]([CH3:9])[CH3:8])C(C)C.[C:10]([O:14][C:15]([NH:17][CH:18]1[CH2:23][CH:22]([NH:24][C:25]([O:27][C:28]([CH3:31])([CH3:30])[CH3:29])=[O:26])[CH2:21][N:20]([C:32]2[N:37]=[N:36][C:35]([Cl:38])=[C:34]([C:39]([OH:41])=O)[CH:33]=2)[CH2:19]1)=[O:16])([CH3:13])([CH3:12])[CH3:11].[OH:42][C:43]1[C:52]2[C:47](=[CH:48][CH:49]=[CH:50][CH:51]=2)[CH:46]=[CH:45][C:44]=1[C:53]([OH:55])=O.C1C=C[C:59]2N(O)N=[N:62][C:60]=2[CH:61]=1.CCN=C=NCCCN(C)C.Cl. The catalyst is C1COCC1.C(Cl)Cl. The product is [C:28]([O:27][C:25](=[O:26])[NH:24][CH:22]1[CH2:23][CH:18]([NH:17][C:15]([O:14][C:10]([CH3:11])([CH3:12])[CH3:13])=[O:16])[CH2:19][N:20]([C:32]2[N:37]=[N:36][C:35]([Cl:38])=[C:34]([C:39](=[O:41])[NH:62][C:60]3[CH:61]=[CH:8][C:7]([NH:3][C:53]([C:44]4[CH:45]=[CH:46][C:47]5[C:52](=[CH:51][CH:50]=[CH:49][CH:48]=5)[C:43]=4[OH:42])=[O:55])=[CH:9][CH:59]=3)[CH:33]=2)[CH2:21]1)([CH3:31])([CH3:30])[CH3:29]. The yield is 0.984. (2) The reactants are [CH2:1]([O:3][C:4]([CH:6]1[CH2:9][C:8]([OH:19])([C:10]2[CH:15]=[CH:14][C:13]([CH:16]=[N:17][OH:18])=[CH:12][CH:11]=2)[CH2:7]1)=[O:5])[CH3:2].ClN1C(=O)CCC1=O.C(=O)([O-])O.[K+].[Cl:33][C:34]1[CH:39]=[C:38]([C:40]([C:42]([F:45])([F:44])[F:43])=[CH2:41])[CH:37]=[C:36]([Cl:46])[C:35]=1[Cl:47]. The catalyst is CN(C=O)C. The product is [CH2:1]([O:3][C:4]([CH:6]1[CH2:9][C:8]([OH:19])([C:10]2[CH:11]=[CH:12][C:13]([C:16]3[CH2:41][C:40]([C:38]4[CH:37]=[C:36]([Cl:46])[C:35]([Cl:47])=[C:34]([Cl:33])[CH:39]=4)([C:42]([F:45])([F:44])[F:43])[O:18][N:17]=3)=[CH:14][CH:15]=2)[CH2:7]1)=[O:5])[CH3:2]. The yield is 0.490. (3) The reactants are [C:1]([CH:9]=[CH:10][C:11]([O:13]CC)=[O:12])(=O)[C:2]1[CH:7]=[CH:6][CH:5]=[CH:4][CH:3]=1.[NH2:16][C@H:17]1[CH2:23][CH2:22][C:21]2[CH:24]=[CH:25][CH:26]=[CH:27][C:20]=2[N:19]([CH2:28][C:29]([O:31][C:32]([CH3:35])([CH3:34])[CH3:33])=[O:30])[C:18]1=[O:36].C(O)(=O)C.C1CCCCC=1. The catalyst is C1(C)C=CC=CC=1.[Pd]. The product is [C:11]([CH:10]([NH:16][CH:17]1[CH2:23][CH2:22][C:21]2[CH:24]=[CH:25][CH:26]=[CH:27][C:20]=2[N:19]([CH2:28][C:29]([O:31][C:32]([CH3:34])([CH3:33])[CH3:35])=[O:30])[C:18]1=[O:36])[CH2:9][CH2:1][C:2]1[CH:3]=[CH:4][CH:5]=[CH:6][CH:7]=1)([OH:13])=[O:12]. The yield is 0.540. (4) The reactants are [Cl:1][C:2]1[C:17]([O:18][CH:19]([CH3:21])[CH3:20])=[CH:16][C:5]2[N:6]([CH:10]3[CH2:15][CH2:14][NH:13][CH2:12][CH2:11]3)[C:7](=[O:9])[NH:8][C:4]=2[CH:3]=1.[O:22]1[CH2:27][CH2:26][C:25](=O)[CH2:24][CH2:23]1.C(O[BH-](OC(=O)C)OC(=O)C)(=O)C.[Na+].C(N(CC)CC)C. The catalyst is ClCCl. The product is [ClH:1].[Cl:1][C:2]1[C:17]([O:18][CH:19]([CH3:21])[CH3:20])=[CH:16][C:5]2[N:6]([CH:10]3[CH2:11][CH2:12][N:13]([CH:25]4[CH2:26][CH2:27][O:22][CH2:23][CH2:24]4)[CH2:14][CH2:15]3)[C:7](=[O:9])[NH:8][C:4]=2[CH:3]=1. The yield is 0.130. (5) The reactants are [Cl:1][C:2]1[CH:3]=[C:4]([NH:9][NH:10][C:11](=[O:13])[CH3:12])[CH:5]=[CH:6][C:7]=1[Cl:8].[C:14](OCC)(=O)[CH2:15]C(C)=O.P(Cl)(Cl)Cl. No catalyst specified. The product is [Cl:1][C:2]1[CH:3]=[C:4]([N:9]2[C:14]([CH3:15])=[CH:12][C:11]([OH:13])=[N:10]2)[CH:5]=[CH:6][C:7]=1[Cl:8]. The yield is 0.410. (6) The reactants are [H-].[Na+].[Cl:3][C:4]1[N:12]=[C:11]2[C:7]([NH:8][CH:9]=[N:10]2)=[C:6]([Cl:13])[N:5]=1.[CH3:14]I.O. The catalyst is O1CCCC1. The product is [Cl:3][C:4]1[N:12]=[C:11]2[C:7]([N:8]=[CH:9][N:10]2[CH3:14])=[C:6]([Cl:13])[N:5]=1. The yield is 0.280. (7) The reactants are [H-].[Na+].[CH2:3]([CH:5]([C:11]([O:13][CH2:14][CH3:15])=[O:12])[C:6]([O:8][CH2:9][CH3:10])=[O:7])[CH3:4].F[C:17]1[CH:35]=[CH:34][C:33]([N+:36]([O-:38])=[O:37])=[CH:32][C:18]=1[CH2:19][N:20]([CH3:31])[C:21](=[O:30])[O:22][CH2:23][C:24]1[CH:29]=[CH:28][CH:27]=[CH:26][CH:25]=1. The catalyst is CS(C)=O. The product is [CH2:23]([O:22][C:21]([N:20]([CH2:19][C:18]1[CH:32]=[C:33]([N+:36]([O-:38])=[O:37])[CH:34]=[CH:35][C:17]=1[C:5]([CH2:3][CH3:4])([C:6]([O:8][CH2:9][CH3:10])=[O:7])[C:11]([O:13][CH2:14][CH3:15])=[O:12])[CH3:31])=[O:30])[C:24]1[CH:29]=[CH:28][CH:27]=[CH:26][CH:25]=1. The yield is 0.980. (8) The reactants are [CH3:1][O:2][C:3](=[O:18])[CH:4]([C:10]([C:12]1[CH:13]=[N:14][CH:15]=[CH:16][CH:17]=1)=O)[C:5]([CH:7]1[CH2:9][CH2:8]1)=O.[F:19][C:20]([F:30])([F:29])[C:21]1[CH:22]=[C:23]([NH:27][NH2:28])[CH:24]=[CH:25][CH:26]=1. The catalyst is C(O)(=O)C. The product is [CH3:1][O:2][C:3]([C:4]1[C:10]([C:12]2[CH:13]=[N:14][CH:15]=[CH:16][CH:17]=2)=[N:28][N:27]([C:23]2[CH:24]=[CH:25][CH:26]=[C:21]([C:20]([F:19])([F:30])[F:29])[CH:22]=2)[C:5]=1[CH:7]1[CH2:9][CH2:8]1)=[O:18]. The yield is 0.0800. (9) The reactants are [NH2:1][C:2]1[C:3]([C:30]([O:32]CC)=O)=[N:4][C:5]([NH:17][C@@H:18]2[CH2:22][CH2:21][N:20](C(OC(C)(C)C)=O)[CH2:19]2)=[N:6][C:7]=1[NH:8][C:9]1[CH:14]=[CH:13][CH:12]=[CH:11][C:10]=1[O:15][CH3:16].C(OC([N:42]1CC[C@@H](NC2N=C(C(OCC)=O)C([N+]([O-])=O)=C(NC3C=CC=CC=3OC)N=2)C1)=O)(C)(C)C.[CH2:71]([OH:73])C. The catalyst is [Pd]. The product is [CH3:16][O:15][C:10]1[CH:11]=[CH:12][CH:13]=[CH:14][C:9]=1[N:8]1[C:71](=[O:73])[NH:1][C:2]2[C:7]1=[N:6][C:5]([NH:17][C@@H:18]1[CH2:22][CH2:21][NH:20][CH2:19]1)=[N:4][C:3]=2[C:30]([NH2:42])=[O:32]. The yield is 0.890. (10) The catalyst is O.C1COCC1. The yield is 0.720. The product is [CH2:25]([N:24]([CH2:17][C:18]1[CH:23]=[CH:22][CH:21]=[CH:20][CH:19]=1)[CH:2]1[CH2:7][CH2:6][CH:5]([C:8]([O:10][CH2:11][CH3:12])=[O:9])[CH2:4][CH2:3]1)[C:26]1[CH:31]=[CH:30][CH:29]=[CH:28][CH:27]=1. The reactants are O=[C:2]1[CH2:7][CH2:6][CH:5]([C:8]([O:10][CH2:11][CH3:12])=[O:9])[CH2:4][CH2:3]1.CC(O)=O.[CH2:17]([NH:24][CH2:25][C:26]1[CH:31]=[CH:30][CH:29]=[CH:28][CH:27]=1)[C:18]1[CH:23]=[CH:22][CH:21]=[CH:20][CH:19]=1.[BH-](OC(C)=O)(OC(C)=O)OC(C)=O.[Na+].